From a dataset of Experimentally validated miRNA-target interactions with 360,000+ pairs, plus equal number of negative samples. Binary Classification. Given a miRNA mature sequence and a target amino acid sequence, predict their likelihood of interaction. The miRNA is hsa-miR-6844 with sequence UUCUUUGUUUUUAAUUCACAG. The protein sequence of the target gene is MMFGGYETIEAYEDDLYRDESSSELSVDSEVEFQLYSQIHYAQDLDDVIREEEHEEKNSGNSESSSSKPNQKKLIVLSDSEVIQLSDGSEVITLSDEDSIYRCKGKNVRVQAQENAHGLSSSLQSNELVDKKCKSDIEKPKSEERSGVIREVMIIEVSSSEEEESTISEGDNVESWMLLGCEVDDKDDDILLNLVGCENSVTEGEDGINWSISDKDIEAQIANNRTPGRWTQRYYSANKNIICRNCDKRGHLSKNCPLPRKVRRCFLCSRRGHLLYSCPAPLCEYCPVPKMLDHSCLFRH.... Result: 0 (no interaction).